This data is from NCI-60 drug combinations with 297,098 pairs across 59 cell lines. The task is: Regression. Given two drug SMILES strings and cell line genomic features, predict the synergy score measuring deviation from expected non-interaction effect. (1) Drug 1: CC1C(C(CC(O1)OC2CC(CC3=C2C(=C4C(=C3O)C(=O)C5=C(C4=O)C(=CC=C5)OC)O)(C(=O)CO)O)N)O.Cl. Drug 2: C1C(C(OC1N2C=NC3=C2NC=NCC3O)CO)O. Cell line: SF-295. Synergy scores: CSS=4.30, Synergy_ZIP=-3.20, Synergy_Bliss=-3.92, Synergy_Loewe=-1.58, Synergy_HSA=-1.51. (2) Drug 1: CC1C(C(CC(O1)OC2CC(CC3=C2C(=C4C(=C3O)C(=O)C5=C(C4=O)C(=CC=C5)OC)O)(C(=O)CO)O)N)O.Cl. Drug 2: C1CCC(C(C1)N)N.C(=O)(C(=O)[O-])[O-].[Pt+4]. Cell line: MOLT-4. Synergy scores: CSS=57.6, Synergy_ZIP=-1.57, Synergy_Bliss=1.41, Synergy_Loewe=0.488, Synergy_HSA=2.21.